This data is from Full USPTO retrosynthesis dataset with 1.9M reactions from patents (1976-2016). The task is: Predict the reactants needed to synthesize the given product. (1) The reactants are: C(=O)(O)[O-].[Na+].C(O)(=O)C.[OH:10][CH2:11][CH2:12][CH:13]1[CH2:18][CH2:17][NH:16][CH2:15][CH2:14]1.[C:19](O[C:19]([O:21][C:22]([CH3:25])([CH3:24])[CH3:23])=[O:20])([O:21][C:22]([CH3:25])([CH3:24])[CH3:23])=[O:20]. Given the product [OH:10][CH2:11][CH2:12][CH:13]1[CH2:18][CH2:17][N:16]([C:19]([O:21][C:22]([CH3:25])([CH3:24])[CH3:23])=[O:20])[CH2:15][CH2:14]1, predict the reactants needed to synthesize it. (2) Given the product [C:42]([O:41][C:39](=[O:40])[N:30]([C:15]1[S:14][C@:13]2([CH2:12][N:46]=[N+:47]=[N-:48])[C@H:18]([C@:17]([C:22]3[CH:27]=[C:26]([Br:28])[CH:25]=[CH:24][C:23]=3[F:29])([CH2:20][F:21])[N:16]=1)[CH2:19]2)[CH2:31][O:32][CH2:33][CH2:34][Si:35]([CH3:36])([CH3:38])[CH3:37])([CH3:45])([CH3:43])[CH3:44], predict the reactants needed to synthesize it. The reactants are: CC1C=CC(S(O[CH2:12][C@:13]23[CH2:19][C@H:18]2[C@:17]([C:22]2[CH:27]=[C:26]([Br:28])[CH:25]=[CH:24][C:23]=2[F:29])([CH2:20][F:21])[N:16]=[C:15]([N:30]([C:39]([O:41][C:42]([CH3:45])([CH3:44])[CH3:43])=[O:40])[CH2:31][O:32][CH2:33][CH2:34][Si:35]([CH3:38])([CH3:37])[CH3:36])[S:14]3)(=O)=O)=CC=1.[N-:46]=[N+:47]=[N-:48].[Na+]. (3) Given the product [CH2:1]=[CH:2][C:3]1[CH:8]=[CH:7][CH:6]=[CH:5][CH:4]=1.[CH2:9]=[CH2:10], predict the reactants needed to synthesize it. The reactants are: [CH2:1]=[CH:2][C:3]1[CH:8]=[CH:7][CH:6]=[CH:5][CH:4]=1.[CH2:9]=[CH2:10]. (4) Given the product [CH:1]1([NH:9][C:29]2[C:41]3[C:42](=[CH:37][CH:38]=[C:39]([C:43]4[C:44]([C:49]5[CH:54]=[CH:53][C:52]([F:55])=[C:51]([CH3:56])[CH:50]=5)=[N:45][CH:46]=[CH:47][CH:48]=4)[CH:40]=3)[N:34]=[CH:32][N:28]=2)[CH2:2][CH2:7][CH2:6][CH2:5]1, predict the reactants needed to synthesize it. The reactants are: [C:1]([NH2:9])(=O)[C:2]1[CH:7]=[CH:6][CH:5]=CC=1.FC1C=CC(C2C(C3C=C4[C:29](=CC=3)[N:28]([C:32]([N:34]3[C:42]5[C:37](=[CH:38][C:39]([C:43]6[C:44]([C:49]7[CH:54]=[CH:53][C:52]([F:55])=[C:51]([CH3:56])[CH:50]=7)=[N:45][CH:46]=[CH:47][CH:48]=6)=[CH:40][CH:41]=5)C=N3)=O)N=C4)=CC=CN=2)=CC=1C. (5) Given the product [CH3:5][C:6]1[C:11]([C:2]2[CH:3]=[CH:4][CH:85]=[CH:86][N:82]=2)=[N:10][C:9]2[C:8]([C:7]=1[NH:19][C:20]1[CH:25]=[CH:24][CH:23]=[C:22]([N:26]3[CH2:31][CH2:30][O:29][CH2:28][CH2:27]3)[N:21]=1)=[CH:18][CH:16]=[CH:17][C:12]=2[C:79]#[N:80], predict the reactants needed to synthesize it. The reactants are: Cl[C:2]1[CH:3]=[CH:4][CH:5]=[C:6]2[C:11]=1[N:10]=[C:9]([C:12]1[CH:17]=[CH:16]C=CN=1)[C:8]([CH3:18])=[C:7]2[NH:19][C:20]1[CH:25]=[CH:24][CH:23]=[C:22]([N:26]2[CH2:31][CH2:30][O:29][CH2:28][CH2:27]2)[N:21]=1.C1(P(C2CCCCC2)C2C=CC=CC=2C2C(C(C)C)=CC(C(C)C)=CC=2C(C)C)CCCCC1.C([Sn]([C:79]#[N:80])(CCCC)CCCC)CCC.C[N:82]1[CH2:86][CH2:85]CC1=O. (6) Given the product [Br:1][C:2]1[N:3]=[C:4]([S:12][CH3:13])[C:5]2[N:6]([C:8]([C:31]3[CH:32]=[CH:33][C:28]([C:26]([NH:25][CH:22]4[CH2:23][CH2:24]4)=[O:27])=[CH:29][CH:30]=3)=[CH:9][N:10]=2)[CH:7]=1, predict the reactants needed to synthesize it. The reactants are: [Br:1][C:2]1[N:3]=[C:4]([S:12][CH3:13])[C:5]2[N:6]([C:8](I)=[CH:9][N:10]=2)[CH:7]=1.P([O-])([O-])([O-])=O.[K+].[K+].[K+].[CH:22]1([NH:25][C:26]([C:28]2[CH:33]=[CH:32][C:31](B(O)O)=[CH:30][CH:29]=2)=[O:27])[CH2:24][CH2:23]1.C(OCC)(=O)C.